This data is from Catalyst prediction with 721,799 reactions and 888 catalyst types from USPTO. The task is: Predict which catalyst facilitates the given reaction. Reactant: [Cl-].[CH3:2][C:3]1([CH3:16])[C:7]([CH3:9])([CH3:8])[O:6][B:5]([C:10]2[CH2:11][CH2:12][NH2+:13][CH2:14][CH:15]=2)[O:4]1.C(N(C(C)C)C(C)C)C.[CH3:26][S:27](Cl)(=[O:29])=[O:28]. Product: [CH3:26][S:27]([N:13]1[CH2:12][CH:11]=[C:10]([B:5]2[O:4][C:3]([CH3:16])([CH3:2])[C:7]([CH3:8])([CH3:9])[O:6]2)[CH2:15][CH2:14]1)(=[O:29])=[O:28]. The catalyst class is: 4.